Dataset: HIV replication inhibition screening data with 41,000+ compounds from the AIDS Antiviral Screen. Task: Binary Classification. Given a drug SMILES string, predict its activity (active/inactive) in a high-throughput screening assay against a specified biological target. The drug is O=C1C(Cl)N(c2c(Cl)cccc2Cl)C1c1c[nH]c2ccccc12. The result is 0 (inactive).